Dataset: Forward reaction prediction with 1.9M reactions from USPTO patents (1976-2016). Task: Predict the product of the given reaction. (1) Given the reactants C(OC([NH:8][C@H:9]([C:25]([N:27]1[CH2:31][CH2:30][CH2:29][C@H:28]1[C:32]#[N:33])=[O:26])[CH2:10][C:11]1[C:19]2[C:14](=[CH:15][CH:16]=[C:17]([O:20][S:21]([CH3:24])(=[O:23])=[O:22])[CH:18]=2)[NH:13][CH:12]=1)=O)(C)(C)C.FC(F)(F)C(O)=O, predict the reaction product. The product is: [NH2:8][C@H:9]([C:25]([N:27]1[CH2:31][CH2:30][CH2:29][C@H:28]1[C:32]#[N:33])=[O:26])[CH2:10][C:11]1[C:19]2[C:14](=[CH:15][CH:16]=[C:17]([O:20][S:21]([CH3:24])(=[O:23])=[O:22])[CH:18]=2)[NH:13][CH:12]=1. (2) Given the reactants [Cl:1][C:2]1[C:3](=[O:21])[N:4]([CH2:9][CH2:10][C:11]2[CH:20]=[CH:19][C:14]([C:15]([O:17][CH3:18])=[O:16])=[CH:13][CH:12]=2)[C:5]([CH3:8])=[CH:6][CH:7]=1.[Br:22]N1C(=O)CCC1=O, predict the reaction product. The product is: [Br:22][C:6]1[CH:7]=[C:2]([Cl:1])[C:3](=[O:21])[N:4]([CH2:9][CH2:10][C:11]2[CH:20]=[CH:19][C:14]([C:15]([O:17][CH3:18])=[O:16])=[CH:13][CH:12]=2)[C:5]=1[CH3:8]. (3) Given the reactants [C:1]([O:8][CH3:9])(=[O:7])[CH2:2][C:3]([O:5][CH3:6])=[O:4].[C:10]([O-])(=O)[CH2:11][C:12]([O-])=O.[CH2:17](N1CCOCC1)C.[CH:25]1[CH:30]=[C:29]2N=N[N:33](O)[C:28]2=[CH:27][CH:26]=1.O.CCN=C=NCCCN(C)C.[C:47]([C:51]1[CH:52]=[C:53]([CH:60]=[CH:61][CH:62]=1)[O:54][CH:55]([CH3:59])[C:56]([OH:58])=O)([CH3:50])([CH3:49])[CH3:48], predict the reaction product. The product is: [C:47]([C:51]1[CH:52]=[C:53]([CH:60]=[CH:61][CH:62]=1)[O:54][CH:55]([CH3:59])[C:56]([NH:33][C:28]1[CH:27]=[CH:26][C:25]([CH:10]([CH:2]([C:1]([O:8][CH3:9])=[O:7])[C:3]([O:5][CH3:6])=[O:4])[C:11]#[C:12][CH3:17])=[CH:30][CH:29]=1)=[O:58])([CH3:48])([CH3:49])[CH3:50]. (4) Given the reactants [F:1][C:2]1[CH:11]=[C:10]2[C:5]([C:6]([NH:19][C:20]3[N:25]=[C:24]([N:26]4[CH2:31][CH2:30][O:29][CH2:28][CH2:27]4)[N:23]=[C:22]([NH:32][C:33](=[O:35])[CH3:34])[CH:21]=3)=[C:7]([CH3:18])[C:8]([C:12]3[CH:17]=[CH:16][CH:15]=[CH:14][N:13]=3)=[N:9]2)=[CH:4][CH:3]=1.[Br:36]NC(=O)CCC(N)=O.S([O-])([O-])(=O)=S.[Na+].[Na+], predict the reaction product. The product is: [Br:36][C:21]1[C:22]([NH:32][C:33](=[O:35])[CH3:34])=[N:23][C:24]([N:26]2[CH2:31][CH2:30][O:29][CH2:28][CH2:27]2)=[N:25][C:20]=1[NH:19][C:6]1[C:5]2[C:10](=[CH:11][C:2]([F:1])=[CH:3][CH:4]=2)[N:9]=[C:8]([C:12]2[CH:17]=[CH:16][CH:15]=[CH:14][N:13]=2)[C:7]=1[CH3:18]. (5) The product is: [CH3:1][N:2]1[CH2:7][CH2:6][N:5]([C:15]([O:17][C:18]([CH3:21])([CH3:20])[CH3:19])=[O:16])[CH2:4][CH2:3]1. Given the reactants [CH3:1][N:2]1[CH2:7][CH2:6][NH:5][CH2:4][CH2:3]1.C(N(CC)CC)C.[C:15](O[C:15]([O:17][C:18]([CH3:21])([CH3:20])[CH3:19])=[O:16])([O:17][C:18]([CH3:21])([CH3:20])[CH3:19])=[O:16].O, predict the reaction product. (6) Given the reactants [Cl:1][C:2]1[CH:7]=[CH:6][C:5]([CH:8]([C:20](=[O:24])[CH:21]([CH3:23])[CH3:22])[C:9]([C:11]2[CH:16]=[CH:15][C:14]([F:17])=[C:13]([F:18])[C:12]=2O)=[O:10])=[CH:4][CH:3]=1, predict the reaction product. The product is: [Cl:1][C:2]1[CH:3]=[CH:4][C:5]([C:8]2[C:9](=[O:10])[C:11]3[C:12](=[C:13]([F:18])[C:14]([F:17])=[CH:15][CH:16]=3)[O:24][C:20]=2[CH:21]([CH3:23])[CH3:22])=[CH:6][CH:7]=1. (7) Given the reactants [F:1][C:2]1[C:7](B(O)O)=[CH:6][CH:5]=[C:4]([CH3:11])[N:3]=1.Cl[C:13]1[N:18]=[C:17]([CH3:19])[N:16]=[C:15]([N:20]([CH2:30][C:31]2[CH:36]=[CH:35][C:34]([O:37][CH3:38])=[CH:33][CH:32]=2)[CH2:21][C:22]2[CH:27]=[CH:26][C:25]([O:28][CH3:29])=[CH:24][CH:23]=2)[N:14]=1.C([O-])(=O)C.[K+], predict the reaction product. The product is: [F:1][C:2]1[C:7]([C:13]2[N:18]=[C:17]([CH3:19])[N:16]=[C:15]([N:20]([CH2:21][C:22]3[CH:23]=[CH:24][C:25]([O:28][CH3:29])=[CH:26][CH:27]=3)[CH2:30][C:31]3[CH:32]=[CH:33][C:34]([O:37][CH3:38])=[CH:35][CH:36]=3)[N:14]=2)=[CH:6][CH:5]=[C:4]([CH3:11])[N:3]=1.